The task is: Predict the reactants needed to synthesize the given product.. This data is from Full USPTO retrosynthesis dataset with 1.9M reactions from patents (1976-2016). (1) Given the product [CH3:9][O:8][C:6]1[CH:5]=[CH:4][C:3]([C:10](=[O:11])[C:12]2[CH:17]=[CH:16][C:15]([O:18][CH2:19][C:20]3[N:21]=[C:22]([C:26]4[CH:27]=[CH:28][CH:29]=[CH:30][CH:31]=4)[O:23][C:24]=3[CH3:25])=[CH:14][C:13]=2[CH3:32])=[C:2]([CH:7]=1)[O:1][C@H:34]([CH3:39])[C:35]([OH:37])=[O:36], predict the reactants needed to synthesize it. The reactants are: [OH:1][C:2]1[CH:7]=[C:6]([O:8][CH3:9])[CH:5]=[CH:4][C:3]=1[C:10]([C:12]1[CH:17]=[CH:16][C:15]([O:18][CH2:19][C:20]2[N:21]=[C:22]([C:26]3[CH:31]=[CH:30][CH:29]=[CH:28][CH:27]=3)[O:23][C:24]=2[CH3:25])=[CH:14][C:13]=1[CH3:32])=[O:11].O[C@@H:34]([CH3:39])[C:35]([O:37]C)=[O:36].C1(P(C2C=CC=CC=2)C2C=CC=CC=2)C=CC=CC=1.N(C(OCC)=O)=NC(OCC)=O. (2) Given the product [C:1]([O:5][C:6](=[O:21])[NH:7][C@H:8]([CH2:9][C:10]1[CH:15]=[C:14]([F:16])[CH:13]=[CH:12][C:11]=1[F:17])[C@@H:18]([OH:19])[CH2:20][N:29]1[CH2:30][CH2:31][CH2:32][C@H:28]1[C:27](=[O:33])[NH:26][C:22]([CH3:24])([CH3:23])[CH3:25])([CH3:4])([CH3:3])[CH3:2], predict the reactants needed to synthesize it. The reactants are: [C:1]([O:5][C:6](=[O:21])[NH:7][C@@H:8]([C@@H:18]1[CH2:20][O:19]1)[CH2:9][C:10]1[CH:15]=[C:14]([F:16])[CH:13]=[CH:12][C:11]=1[F:17])([CH3:4])([CH3:3])[CH3:2].[C:22]([NH:26][C:27](=[O:33])[C@@H:28]1[CH2:32][CH2:31][CH2:30][NH:29]1)([CH3:25])([CH3:24])[CH3:23].